From a dataset of Forward reaction prediction with 1.9M reactions from USPTO patents (1976-2016). Predict the product of the given reaction. (1) Given the reactants Br[C:2]1[C:3]([C:10]2[CH:18]=[CH:17][C:13]([N:14]([CH3:16])[CH3:15])=[CH:12][CH:11]=2)=[N:4][C:5]([O:8][CH3:9])=[CH:6][CH:7]=1.Cl.[F:20][C:21]([F:37])([F:36])[O:22][C:23]1[CH:28]=[CH:27][C:26]([N:29]2[CH2:34][CH2:33][NH:32][CH2:31][C:30]2=[O:35])=[CH:25][CH:24]=1.CC1(C)C2C(=C(P(C3C=CC=CC=3)C3C=CC=CC=3)C=CC=2)OC2C(P(C3C=CC=CC=3)C3C=CC=CC=3)=CC=CC1=2.C(=O)([O-])[O-].[Cs+].[Cs+], predict the reaction product. The product is: [CH3:15][N:14]([CH3:16])[C:13]1[CH:17]=[CH:18][C:10]([C:3]2[C:2]([N:32]3[CH2:33][CH2:34][N:29]([C:26]4[CH:27]=[CH:28][C:23]([O:22][C:21]([F:37])([F:36])[F:20])=[CH:24][CH:25]=4)[C:30](=[O:35])[CH2:31]3)=[CH:7][CH:6]=[C:5]([O:8][CH3:9])[N:4]=2)=[CH:11][CH:12]=1. (2) Given the reactants Br[C:2]1[CH:3]=[C:4]2[C@:15]3([N:20]=[C:19]([NH2:21])[CH2:18][O:17][CH2:16]3)[C:14]3[CH:13]=[C:12]([O:22][CH:23]([F:25])[F:24])[N:11]=[CH:10][C:9]=3[O:8][C:5]2=[CH:6][CH:7]=1.[F:26][C:27]1[C:32](B(O)O)=[CH:31][CH:30]=[CH:29][N:28]=1.P([O-])([O-])([O-])=O.[K+].[K+].[K+], predict the reaction product. The product is: [F:24][CH:23]([F:25])[O:22][C:12]1[N:11]=[CH:10][C:9]2[O:8][C:5]3[C:4]([C@:15]4([N:20]=[C:19]([NH2:21])[CH2:18][O:17][CH2:16]4)[C:14]=2[CH:13]=1)=[CH:3][C:2]([C:32]1[C:27]([F:26])=[N:28][CH:29]=[CH:30][CH:31]=1)=[CH:7][CH:6]=3. (3) Given the reactants [N+:1]([C:4]1[CH:13]=[C:12]2[C:7]([CH2:8][CH2:9][CH2:10][C:11]2=O)=[CH:6][CH:5]=1)([O-:3])=[O:2].Cl.[NH2:16][OH:17].C([O-])(=O)C.[Na+].C(=O)(O)[O-].[Na+], predict the reaction product. The product is: [OH:17]/[N:16]=[C:11]1\[CH2:10][CH2:9][CH2:8][C:7]2[C:12]\1=[CH:13][C:4]([N+:1]([O-:3])=[O:2])=[CH:5][CH:6]=2. (4) Given the reactants Cl[CH:2]([C:15]1[CH:20]=[CH:19][CH:18]=[CH:17][CH:16]=1)[C:3]([NH:5][C:6]1[CH:11]=[C:10]([CH3:12])[CH:9]=[C:8]([CH3:13])[C:7]=1[OH:14])=[O:4].C(=O)([O-])[O-].[K+].[K+].Cl.O, predict the reaction product. The product is: [CH3:12][C:10]1[CH:9]=[C:8]([CH3:13])[C:7]2[O:14][CH:2]([C:15]3[CH:20]=[CH:19][CH:18]=[CH:17][CH:16]=3)[C:3](=[O:4])[NH:5][C:6]=2[CH:11]=1. (5) Given the reactants [C:1]12([CH2:11][O:12][C:13]3[CH:20]=[CH:19][C:16]([C:17]#[N:18])=[CH:15][C:14]=3[C:21]3C(OC)=NC=[CH:25][CH:26]=3)[CH2:10][CH:5]3[CH2:6][CH:7]([CH2:9][CH:3]([CH2:4]3)[CH2:2]1)[CH2:8]2.C12(C[O:40]C3C=CC(C#N)=CC=3C3CC3)CC3CC(CC(C3)C1)C2, predict the reaction product. The product is: [C:1]12([CH2:11][O:12][C:13]3[CH:20]=[CH:19][C:16]([C:17]([NH2:18])=[O:40])=[CH:15][C:14]=3[CH:21]3[CH2:26][CH2:25]3)[CH2:2][CH:3]3[CH2:9][CH:7]([CH2:6][CH:5]([CH2:4]3)[CH2:10]1)[CH2:8]2. (6) The product is: [CH3:21][O:20][C:5]1[CH:6]=[C:7]([CH2:9][CH2:10][C:11]2[CH:12]=[CH:13][C:14]([NH2:17])=[CH:15][CH:16]=2)[CH:8]=[C:3]([O:2][CH3:1])[C:4]=1[O:22][CH3:23]. Given the reactants [CH3:1][O:2][C:3]1[CH:8]=[C:7]([CH:9]=[CH:10][C:11]2[CH:16]=[CH:15][C:14]([N+:17]([O-])=O)=[CH:13][CH:12]=2)[CH:6]=[C:5]([O:20][CH3:21])[C:4]=1[O:22][CH3:23], predict the reaction product.